This data is from Full USPTO retrosynthesis dataset with 1.9M reactions from patents (1976-2016). The task is: Predict the reactants needed to synthesize the given product. (1) Given the product [NH2:3][C:4]1[CH:12]=[CH:11][C:10]([O:13][CH3:14])=[CH:9][C:5]=1[C:6]([C:19]1[CH:20]=[CH:21][C:16]([Cl:15])=[CH:17][CH:18]=1)=[O:8], predict the reactants needed to synthesize it. The reactants are: CC1O[C:6](=[O:8])[C:5]2[CH:9]=[C:10]([O:13][CH3:14])[CH:11]=[CH:12][C:4]=2[N:3]=1.[Cl:15][C:16]1[CH:21]=[CH:20][C:19]([Mg]Br)=[CH:18][CH:17]=1. (2) Given the product [CH2:33]([O:32][C:30](=[O:31])[C:29]([C:10]([C:9]1[CH:13]=[C:14]([F:18])[CH:15]=[C:16]([F:17])[C:8]=1[F:7])=[O:12])=[CH:28][N:27]([CH3:35])[CH3:26])[CH3:34], predict the reactants needed to synthesize it. The reactants are: C(Cl)(=O)C(Cl)=O.[F:7][C:8]1[C:16]([F:17])=[CH:15][C:14]([F:18])=[CH:13][C:9]=1[C:10]([OH:12])=O.C(N(CC)CC)C.[CH3:26][N:27]([CH3:35])[CH:28]=[CH:29][C:30]([O:32][CH2:33][CH3:34])=[O:31]. (3) The reactants are: [NH2:1][C:2]1[N:10]=[CH:9][C:8]([Cl:11])=[CH:7][C:3]=1[C:4]([NH2:6])=[O:5].[Br:12][CH2:13][C:14]1[CH:15]=[C:16]([CH:20]=[C:21]([Cl:23])[CH:22]=1)[C:17]([NH2:19])=[O:18]. Given the product [BrH:12].[NH2:19][C:17]([C:16]1[CH:15]=[C:14]([CH:22]=[C:21]([Cl:23])[CH:20]=1)[CH2:13][N:10]1[CH:9]=[C:8]([Cl:11])[CH:7]=[C:3]([C:4]([NH2:6])=[O:5])[C:2]1=[NH:1])=[O:18], predict the reactants needed to synthesize it. (4) The reactants are: C([O:4][CH2:5][C:6]1[C:7]([N:29]2[N:38]=[CH:37][C:36]3[C:31](=[C:32]([F:43])[CH:33]=[C:34]([C:39]([CH3:42])([CH3:41])[CH3:40])[CH:35]=3)[C:30]2=[O:44])=[N:8][CH:9]=[CH:10][C:11]=1[C:12]1[CH:17]=[C:16]([NH:18][C:19]2[CH:20]=[C:21]3[CH2:26][CH2:25][CH2:24][N:22]3[N:23]=2)[C:15](=[O:27])[N:14]([CH3:28])[CH:13]=1)(=O)C.[OH-].[Li+].O. Given the product [C:39]([C:34]1[CH:35]=[C:36]2[C:31](=[C:32]([F:43])[CH:33]=1)[C:30](=[O:44])[N:29]([C:7]1[C:6]([CH2:5][OH:4])=[C:11]([C:12]3[CH:17]=[C:16]([NH:18][C:19]4[CH:20]=[C:21]5[CH2:26][CH2:25][CH2:24][N:22]5[N:23]=4)[C:15](=[O:27])[N:14]([CH3:28])[CH:13]=3)[CH:10]=[CH:9][N:8]=1)[N:38]=[CH:37]2)([CH3:42])([CH3:40])[CH3:41], predict the reactants needed to synthesize it.